Dataset: Catalyst prediction with 721,799 reactions and 888 catalyst types from USPTO. Task: Predict which catalyst facilitates the given reaction. (1) Reactant: [ClH:1].[N:2]1[C:11]2[CH:10]=[CH:9][CH:8]=[C:7]([C:12](O)=[O:13])[C:6]=2[CH:5]=[CH:4][CH:3]=1.C(Cl)(=O)C([Cl:18])=O. Product: [ClH:18].[N:2]1[C:11]2[CH:10]=[CH:9][CH:8]=[C:7]([C:12]([Cl:1])=[O:13])[C:6]=2[CH:5]=[CH:4][CH:3]=1. The catalyst class is: 2. (2) Reactant: [CH3:1][N:2]([CH3:23])[C:3]([C:5]1[CH:6]=[C:7]([O:15][CH2:16][C:17]2[CH:22]=[CH:21][CH:20]=[CH:19][CH:18]=2)[C:8]2[N:12]=[C:11]([CH3:13])[NH:10][C:9]=2[CH:14]=1)=[O:4].[H-].[Na+].[CH3:26][C:27]1[CH:32]=[CH:31][C:30]([S:33](Cl)(=[O:35])=[O:34])=[CH:29][CH:28]=1.O. Product: [CH3:23][N:2]([CH3:1])[C:3]([C:5]1[CH:6]=[C:7]([O:15][CH2:16][C:17]2[CH:22]=[CH:21][CH:20]=[CH:19][CH:18]=2)[C:8]2[N:12]=[C:11]([CH3:13])[N:10]([S:33]([C:30]3[CH:31]=[CH:32][C:27]([CH3:26])=[CH:28][CH:29]=3)(=[O:35])=[O:34])[C:9]=2[CH:14]=1)=[O:4]. The catalyst class is: 9. (3) Reactant: O[CH2:2][C:3]1[N:4]=[C:5]2[C:10]([N:11]3[CH2:16][CH2:15][O:14][CH2:13][CH2:12]3)=[CH:9][CH:8]=[N:7][N:6]2[C:17]=1[C:18]1[CH:19]=[CH:20][C:21]([N:24]2[CH2:29][CH2:28][N:27]([C:30]([O:32][C:33]([CH3:36])([CH3:35])[CH3:34])=[O:31])[CH2:26][CH2:25]2)=[N:22][CH:23]=1.[CH3:37]C(OI1(OC(C)=O)(OC(C)=O)OC(=O)C2C=CC=CC1=2)=O.C([O-])([O-])=O.[K+].[K+].[N+](=C(P(=O)(OC)OC)C(=O)C)=[N-]. Product: [C:2]([C:3]1[N:4]=[C:5]2[C:10]([N:11]3[CH2:16][CH2:15][O:14][CH2:13][CH2:12]3)=[CH:9][CH:8]=[N:7][N:6]2[C:17]=1[C:18]1[CH:19]=[CH:20][C:21]([N:24]2[CH2:29][CH2:28][N:27]([C:30]([O:32][C:33]([CH3:36])([CH3:35])[CH3:34])=[O:31])[CH2:26][CH2:25]2)=[N:22][CH:23]=1)#[CH:37]. The catalyst class is: 61.